This data is from Reaction yield outcomes from USPTO patents with 853,638 reactions. The task is: Predict the reaction yield, written as a fraction of the theoretical maximum amount of product (1.0 means a 100% yield; for example, 0.34 means a 34% yield). (1) The reactants are [CH3:1][O:2][P:3]([CH2:7][CH:8]=[CH:9][CH2:10][CH:11]([CH2:15][C:16]([CH3:33])=[CH:17][CH2:18][C:19]1[C:20]([OH:32])=[C:21]2[C:25](=[C:26]([CH3:30])[C:27]=1[O:28][CH3:29])[CH2:24][O:23][C:22]2=[O:31])[C:12]([OH:14])=[O:13])([O:5][CH3:6])=[O:4].[CH3:34][Si:35]([CH:38](O)[CH3:39])([CH3:37])[CH3:36].C1(P([C:54]2[CH:59]=CC=CC=2)C2C=CC=CC=2)C=CC=CC=1.N(C(OCC)=O)=NC(OCC)=O. The catalyst is C1COCC1. The product is [CH3:34][Si:35]([CH3:37])([CH3:36])[CH2:38][CH2:39][O:13][C:12](=[O:14])[CH:11]([CH2:10][CH:9]=[CH:8][CH2:7][P:3]([O:5][CH3:6])([O:2][CH3:1])=[O:4])[CH2:15][C:16]([CH3:33])=[CH:17][CH2:18][C:19]1[C:20]([O:32][CH2:54][CH2:59][Si:35]([CH3:37])([CH3:36])[CH3:34])=[C:21]2[C:25](=[C:26]([CH3:30])[C:27]=1[O:28][CH3:29])[CH2:24][O:23][C:22]2=[O:31]. The yield is 0.850. (2) The reactants are Cl[CH2:2][C:3]([O:5][CH3:6])=[O:4].[NH2:7][C:8]1[N:9]([C:14]2[C:23]3[C:18](=[CH:19][CH:20]=[CH:21][CH:22]=3)[C:17]([CH:24]3[CH2:26][CH2:25]3)=[CH:16][CH:15]=2)[C:10]([SH:13])=[N:11][N:12]=1.C(=O)([O-])[O-].[K+].[K+]. The catalyst is CN(C=O)C. The product is [NH2:7][C:8]1[N:9]([C:14]2[C:23]3[C:18](=[CH:19][CH:20]=[CH:21][CH:22]=3)[C:17]([CH:24]3[CH2:26][CH2:25]3)=[CH:16][CH:15]=2)[C:10]([S:13][CH2:2][C:3]([O:5][CH3:6])=[O:4])=[N:11][N:12]=1. The yield is 0.800. (3) The reactants are C(O[CH:5]([O:7][C:8]([N:10]1[CH2:15][CH2:14][CH:13]([NH:16][C:17]([C:19]2[C:23]([NH:24][C:25](=[O:34])[C:26]3[C:31]([Cl:32])=[CH:30][CH:29]=[CH:28][C:27]=3[Cl:33])=[CH:22][NH:21][N:20]=2)=[O:18])[CH2:12][CH2:11]1)=[O:9])[CH3:6])(=O)C.[F-:35].C([N+](CCCC)(CCCC)CCCC)CCC. The catalyst is C1COCC1. The product is [F:35][CH:5]([O:7][C:8]([N:10]1[CH2:15][CH2:14][CH:13]([NH:16][C:17]([C:19]2[C:23]([NH:24][C:25](=[O:34])[C:26]3[C:31]([Cl:32])=[CH:30][CH:29]=[CH:28][C:27]=3[Cl:33])=[CH:22][NH:21][N:20]=2)=[O:18])[CH2:12][CH2:11]1)=[O:9])[CH3:6]. The yield is 0.210. (4) The reactants are O[CH2:2][C:3]1[C:4]([CH3:17])=[C:5]([NH:9][C:10]([C:12]2[S:13][CH:14]=[CH:15][CH:16]=2)=[NH:11])[CH:6]=[CH:7][CH:8]=1.S(Cl)([Cl:20])=O.C(OCC)C. The catalyst is ClCCl. The product is [ClH:20].[Cl:20][CH2:2][C:3]1[C:4]([CH3:17])=[C:5]([NH:9][C:10]([C:12]2[S:13][CH:14]=[CH:15][CH:16]=2)=[NH:11])[CH:6]=[CH:7][CH:8]=1. The yield is 0.920. (5) The reactants are [F:1][C:2]1[CH:30]=[CH:29][C:5]([CH2:6][C:7]2[N:11]([CH2:12][C:13]3[O:17][N:16]=[C:15]([C:18]([O:20]CC)=O)[N:14]=3)[N:10]=[C:9]([C:23]3[CH:28]=[CH:27][N:26]=[CH:25][CH:24]=3)[CH:8]=2)=[CH:4][CH:3]=1.[CH3:31][NH:32][CH3:33].C(O)(=O)/C=C\C(O)=O. The catalyst is CCO.CCOC(C)=O. The product is [F:1][C:2]1[CH:30]=[CH:29][C:5]([CH2:6][C:7]2[N:11]([CH2:12][C:13]3[O:17][N:16]=[C:15]([C:18]([N:32]([CH3:33])[CH3:31])=[O:20])[N:14]=3)[N:10]=[C:9]([C:23]3[CH:24]=[CH:25][N:26]=[CH:27][CH:28]=3)[CH:8]=2)=[CH:4][CH:3]=1. The yield is 0.890. (6) The reactants are Cl[C:2]1[CH:9]=[CH:8][C:5]([C:6]#[N:7])=[C:4]([O:10][CH:11]([CH3:13])[CH3:12])[N:3]=1.[B:14]1([OH:24])[C:18]2[CH:19]=[CH:20][C:21]([OH:23])=[CH:22][C:17]=2[CH2:16][O:15]1.C(=O)([O-])[O-].[K+].[K+]. The catalyst is CN(C=O)C. The product is [OH:24][B:14]1[C:18]2[CH:19]=[CH:20][C:21]([O:23][C:2]3[CH:9]=[CH:8][C:5]([C:6]#[N:7])=[C:4]([O:10][CH:11]([CH3:13])[CH3:12])[N:3]=3)=[CH:22][C:17]=2[CH2:16][O:15]1. The yield is 0.210. (7) The reactants are Cl[Sn](Cl)(Cl)Cl.[CH3:6][C:7]1[S:11][C:10]2[CH:12]=[CH:13][CH:14]=[CH:15][C:9]=2[CH:8]=1.[CH3:16][O:17]C(Cl)Cl.Cl. The catalyst is C(Cl)Cl. The product is [CH3:6][C:7]1[S:11][C:10]2[CH:12]=[CH:13][CH:14]=[CH:15][C:9]=2[C:8]=1[CH:16]=[O:17]. The yield is 0.980.